From a dataset of Full USPTO retrosynthesis dataset with 1.9M reactions from patents (1976-2016). Predict the reactants needed to synthesize the given product. (1) Given the product [C:11]1(=[O:14])[C:12]2[C:13]3[CH:3]=[CH:2][CH2:1][O:4][C:5]=3[CH:6]=[CH:7][C:8]=2[CH2:9][NH:10]1, predict the reactants needed to synthesize it. The reactants are: [CH2:1]([O:4][C:5]1[CH:13]=[C:12]2[C:8]([CH2:9][NH:10][C:11]2=[O:14])=[CH:7][CH:6]=1)[C:2]#[CH:3].C(N(CC)C1C=CC=CC=1)C. (2) The reactants are: [Cl:1][C:2]1[N:3]=[C:4]([CH:9]=O)[N:5]([CH3:8])[C:6]=1[Cl:7].[NH2:11][C:12]1[CH:17]=[CH:16][CH:15]=[CH:14][C:13]=1/[CH:18]=[CH:19]/[C:20]([O:22][CH3:23])=[O:21]. Given the product [Cl:1][C:2]1[N:3]=[C:4]([CH2:9][NH:11][C:12]2[CH:17]=[CH:16][CH:15]=[CH:14][C:13]=2/[CH:18]=[CH:19]/[C:20]([O:22][CH3:23])=[O:21])[N:5]([CH3:8])[C:6]=1[Cl:7], predict the reactants needed to synthesize it. (3) Given the product [CH2:1]([O:5][C:6]1[N:14]=[C:13]2[C:9]([N:10]=[C:11]([O:19][CH3:20])[N:12]2[CH2:15][CH2:16][CH2:17][N:29]2[CH2:30][CH2:31][N:26]([C:23]([CH3:25])([CH3:24])[CH3:22])[CH2:27][CH2:28]2)=[C:8]([NH2:21])[N:7]=1)[CH2:2][CH2:3][CH3:4], predict the reactants needed to synthesize it. The reactants are: [CH2:1]([O:5][C:6]1[N:14]=[C:13]2[C:9]([N:10]=[C:11]([O:19][CH3:20])[N:12]2[CH2:15][CH2:16][CH2:17]Cl)=[C:8]([NH2:21])[N:7]=1)[CH2:2][CH2:3][CH3:4].[CH3:22][C:23]([N:26]1[CH2:31][CH2:30][NH:29][CH2:28][CH2:27]1)([CH3:25])[CH3:24]. (4) Given the product [C:17]([C:14]1[CH:15]=[CH:16][C:11]([CH2:10][N:9]2[C:5]([CH2:4][C:3]([N:47]3[CH2:42][C:43]([O:69][CH3:68])=[C:44]([C:63]#[N:60])[CH2:45][CH2:46]3)=[O:29])=[CH:6][N:7]=[CH:8]2)=[CH:12][C:13]=1[C:19]1[C:28]2[C:23](=[CH:24][CH:25]=[CH:26][CH:27]=2)[CH:22]=[CH:21][CH:20]=1)#[N:18], predict the reactants needed to synthesize it. The reactants are: CO[C:3](=[O:29])[CH2:4][C:5]1[N:9]([CH2:10][C:11]2[CH:16]=[CH:15][C:14]([C:17]#[N:18])=[C:13]([C:19]3[C:28]4[C:23](=[CH:24][CH:25]=[CH:26][CH:27]=4)[CH:22]=[CH:21][CH:20]=3)[CH:12]=2)[CH:8]=[N:7][CH:6]=1.[Li+].[OH-].O.CN(C(ON1N=N[C:43]2[CH:44]=[CH:45][CH:46]=[N:47][C:42]1=2)=[N+](C)C)C.F[P-](F)(F)(F)(F)F.C([N:60]([CH:63](C)C)CC)(C)C.C1C[O:69][CH2:68]C1. (5) Given the product [O:29]=[C:20]1[C:21]2[C:26](=[CH:25][CH:24]=[CH:23][CH:22]=2)[C:27](=[O:28])[N:19]1[C@@H:17]([CH3:18])[CH2:16][N:12]1[CH:13]=[CH:14][C:10]([C:8]2[CH:7]=[CH:6][C:3]([C:4]#[N:5])=[C:2]([CH3:1])[CH:9]=2)=[N:11]1, predict the reactants needed to synthesize it. The reactants are: [CH3:1][C:2]1[CH:9]=[C:8]([C:10]2[CH:14]=[CH:13][NH:12][N:11]=2)[CH:7]=[CH:6][C:3]=1[C:4]#[N:5].Br[CH2:16][C@@H:17]([N:19]1[C:27](=[O:28])[C:26]2[C:21](=[CH:22][CH:23]=[CH:24][CH:25]=2)[C:20]1=[O:29])[CH3:18]. (6) Given the product [CH3:1][C:2]1[C:3]2[CH:12]=[CH:11][CH:10]=[CH:9][C:4]=2[S:5][C:6]=1[CH2:7][N:16]1[CH2:15][CH2:14][N:13]([C:19]([O:21][C:22]([CH3:25])([CH3:24])[CH3:23])=[O:20])[CH2:18][CH2:17]1, predict the reactants needed to synthesize it. The reactants are: [CH3:1][C:2]1[C:3]2[CH:12]=[CH:11][CH:10]=[CH:9][C:4]=2[S:5][C:6]=1[CH:7]=O.[N:13]1([C:19]([O:21][C:22]([CH3:25])([CH3:24])[CH3:23])=[O:20])[CH2:18][CH2:17][NH:16][CH2:15][CH2:14]1.[BH-](OC(C)=O)(OC(C)=O)OC(C)=O.[Na+].